From a dataset of Full USPTO retrosynthesis dataset with 1.9M reactions from patents (1976-2016). Predict the reactants needed to synthesize the given product. (1) Given the product [Cl:16][C:17]1[CH:22]=[CH:21][C:20]([S:23][C:6]2[C:5]3[C:9](=[CH:10][C:2]([CH3:1])=[CH:3][CH:4]=3)[NH:8][C:7]=2[C:11]([OH:13])=[O:12])=[CH:19][CH:18]=1, predict the reactants needed to synthesize it. The reactants are: [CH3:1][C:2]1[CH:10]=[C:9]2[C:5]([CH:6]=[C:7]([C:11]([OH:13])=[O:12])[NH:8]2)=[CH:4][CH:3]=1.[H-].[Na+].[Cl:16][C:17]1[CH:22]=[CH:21][C:20]([S:23][S:23][C:20]2[CH:21]=[CH:22][C:17]([Cl:16])=[CH:18][CH:19]=2)=[CH:19][CH:18]=1. (2) Given the product [F:23][C:2]([F:1])([F:22])[C:3]1[CH:17]=[C:16]([C:18]([F:21])([F:20])[F:19])[CH:15]=[CH:14][C:4]=1[CH2:5][N:6]1[CH2:11][CH2:10][CH:9](/[CH:12]=[C:34]2/[C:30]([NH:29][CH2:28][CH2:27][O:26][CH2:24][CH3:25])=[N:31][C:32](=[O:35])[S:33]/2)[CH2:8][CH2:7]1, predict the reactants needed to synthesize it. The reactants are: [F:1][C:2]([F:23])([F:22])[C:3]1[CH:17]=[C:16]([C:18]([F:21])([F:20])[F:19])[CH:15]=[CH:14][C:4]=1[CH2:5][N:6]1[CH2:11][CH2:10][CH:9]([CH:12]=O)[CH2:8][CH2:7]1.[CH2:24]([O:26][CH2:27][CH2:28][NH:29][C:30]1[CH2:34][S:33][C:32](=[O:35])[N:31]=1)[CH3:25].C([O-])(=O)C.[NH2+]1CCCCC1. (3) Given the product [CH3:1][C@@H:2]1[NH:3][CH2:4][CH2:5][N:6]([S:8]([C:11]2[CH:16]=[C:15]([C:17]([F:20])([F:18])[F:19])[CH:14]=[CH:13][C:12]=2[CH3:21])(=[O:9])=[O:10])[CH2:7]1, predict the reactants needed to synthesize it. The reactants are: [CH3:1][C@H:2]1[CH2:7][N:6]([S:8]([C:11]2[CH:16]=[C:15]([C:17]([F:20])([F:19])[F:18])[CH:14]=[CH:13][C:12]=2[CH3:21])(=[O:10])=[O:9])[CH2:5][CH2:4][N:3]1C(OC(C)(C)C)=O.Cl. (4) Given the product [Cl:31][C:25]1[CH:26]=[C:27]([F:30])[CH:28]=[CH:29][C:24]=1[C:23]([NH:22][C:18]1[CH:19]=[CH:20][CH:21]=[C:16]([O:15][C@H:12]2[CH2:13][CH2:14][NH:9][C@@H:10]([CH3:33])[CH2:11]2)[CH:17]=1)=[O:32], predict the reactants needed to synthesize it. The reactants are: Cl.C(OC([N:9]1[CH2:14][CH2:13][C@H:12]([O:15][C:16]2[CH:21]=[CH:20][CH:19]=[C:18]([NH:22][C:23](=[O:32])[C:24]3[CH:29]=[CH:28][C:27]([F:30])=[CH:26][C:25]=3[Cl:31])[CH:17]=2)[CH2:11][C@@H:10]1[CH3:33])=O)(C)(C)C. (5) Given the product [Ag:5].[CH3:7][CH2:8][CH2:9][CH2:10][CH:11]([CH2:14][O:15][C:16]([CH2:18][CH:19]([S:31]([OH:34])(=[O:33])=[O:32])[C:20]([O:22][CH2:23][CH:24]([CH2:27][CH2:28][CH2:29][CH3:30])[CH2:25][CH3:26])=[O:21])=[O:17])[CH2:12][CH3:13], predict the reactants needed to synthesize it. The reactants are: [N+]([O-])([O-])=O.[Ag+:5].[Na].[CH3:7][CH2:8][CH2:9][CH2:10][CH:11]([CH2:14][O:15][C:16]([CH2:18][CH:19]([S:31]([OH:34])(=[O:33])=[O:32])[C:20]([O:22][CH2:23][CH:24]([CH2:27][CH2:28][CH2:29][CH3:30])[CH2:25][CH3:26])=[O:21])=[O:17])[CH2:12][CH3:13].CCCCC(COC(CC(S(O)(=O)=O)C(OCC(CCCC)CC)=O)=O)CC. (6) Given the product [F:3][C:4]([F:36])([F:35])[CH2:5][C@@:6]([C:7]([OH:39])=[O:1])([CH3:34])[NH:9][C:10]1[CH:15]=[CH:14][C:13]([C:16]2[CH:21]=[C:20]([NH:22][C:23]3[N:28]=[C:27]([C:29]([F:32])([F:31])[F:30])[CH:26]=[CH:25][N:24]=3)[CH:19]=[C:18]([CH3:33])[CH:17]=2)=[CH:12][N:11]=1, predict the reactants needed to synthesize it. The reactants are: [OH-:1].[Na+].[F:3][C:4]([F:36])([F:35])[CH2:5][C:6]([CH3:34])([NH:9][C:10]1[CH:15]=[CH:14][C:13]([C:16]2[CH:21]=[C:20]([NH:22][C:23]3[N:28]=[C:27]([C:29]([F:32])([F:31])[F:30])[CH:26]=[CH:25][N:24]=3)[CH:19]=[C:18]([CH3:33])[CH:17]=2)=[CH:12][N:11]=1)[C:7]#N.CS(C)=[O:39].